From a dataset of NCI-60 drug combinations with 297,098 pairs across 59 cell lines. Regression. Given two drug SMILES strings and cell line genomic features, predict the synergy score measuring deviation from expected non-interaction effect. (1) Drug 1: C1CCC(CC1)NC(=O)N(CCCl)N=O. Drug 2: C1=NC2=C(N=C(N=C2N1C3C(C(C(O3)CO)O)F)Cl)N. Cell line: SF-539. Synergy scores: CSS=29.4, Synergy_ZIP=-8.93, Synergy_Bliss=-1.13, Synergy_Loewe=-6.45, Synergy_HSA=1.13. (2) Drug 1: CCN(CC)CCCC(C)NC1=C2C=C(C=CC2=NC3=C1C=CC(=C3)Cl)OC. Drug 2: C1CN(P(=O)(OC1)NCCCl)CCCl. Cell line: NCI-H322M. Synergy scores: CSS=0.949, Synergy_ZIP=1.49, Synergy_Bliss=0.170, Synergy_Loewe=1.72, Synergy_HSA=-1.12. (3) Drug 1: COC1=CC(=CC(=C1O)OC)C2C3C(COC3=O)C(C4=CC5=C(C=C24)OCO5)OC6C(C(C7C(O6)COC(O7)C8=CC=CS8)O)O. Drug 2: CCC(=C(C1=CC=CC=C1)C2=CC=C(C=C2)OCCN(C)C)C3=CC=CC=C3.C(C(=O)O)C(CC(=O)O)(C(=O)O)O. Cell line: SN12C. Synergy scores: CSS=29.8, Synergy_ZIP=-11.1, Synergy_Bliss=-10.7, Synergy_Loewe=-28.4, Synergy_HSA=-10.0. (4) Drug 1: CN(C)C1=NC(=NC(=N1)N(C)C)N(C)C. Drug 2: C(CCl)NC(=O)N(CCCl)N=O. Cell line: SF-268. Synergy scores: CSS=11.9, Synergy_ZIP=2.81, Synergy_Bliss=8.62, Synergy_Loewe=-0.371, Synergy_HSA=2.81. (5) Drug 1: CC1=C2C(C(=O)C3(C(CC4C(C3C(C(C2(C)C)(CC1OC(=O)C(C(C5=CC=CC=C5)NC(=O)OC(C)(C)C)O)O)OC(=O)C6=CC=CC=C6)(CO4)OC(=O)C)OC)C)OC. Drug 2: C1=NC2=C(N=C(N=C2N1C3C(C(C(O3)CO)O)F)Cl)N. Cell line: CCRF-CEM. Synergy scores: CSS=72.2, Synergy_ZIP=0.619, Synergy_Bliss=0.555, Synergy_Loewe=-4.14, Synergy_HSA=2.01. (6) Drug 1: CN1CCC(CC1)COC2=C(C=C3C(=C2)N=CN=C3NC4=C(C=C(C=C4)Br)F)OC. Drug 2: C1C(C(OC1N2C=NC3=C(N=C(N=C32)Cl)N)CO)O. Cell line: COLO 205. Synergy scores: CSS=2.76, Synergy_ZIP=-2.22, Synergy_Bliss=0.456, Synergy_Loewe=-25.2, Synergy_HSA=-6.45.